This data is from Catalyst prediction with 721,799 reactions and 888 catalyst types from USPTO. The task is: Predict which catalyst facilitates the given reaction. (1) Reactant: [C:1]([O:5][C@@H:6]([C:11]1[C:40]([CH3:41])=[CH:39][C:38]2=[N:42][C:35]3=[CH:36][N:37]2[C:12]=1[N:13]1[CH2:48][CH2:47][C:16]([CH3:49])([O:17][CH2:18][CH2:19][CH2:20][CH2:21][C@H:22]([CH3:46])[O:23][C:24]2[CH:25]=[C:26]([CH3:45])[C:27]([F:44])=[CH:28][C:29]=2[C:30]2[CH:43]=[C:34]3[CH:33]=[CH:32][CH:31]=2)[CH2:15][CH2:14]1)[C:7]([O:9][CH3:10])=[O:8])([CH3:4])([CH3:3])[CH3:2].C1C(=O)N([Cl:57])C(=O)C1. Product: [C:1]([O:5][C@@H:6]([C:11]1[C:40]([CH3:41])=[CH:39][C:38]2=[N:42][C:35]3=[C:36]([Cl:57])[N:37]2[C:12]=1[N:13]1[CH2:48][CH2:47][C:16]([CH3:49])([O:17][CH2:18][CH2:19][CH2:20][CH2:21][C@H:22]([CH3:46])[O:23][C:24]2[CH:25]=[C:26]([CH3:45])[C:27]([F:44])=[CH:28][C:29]=2[C:30]2[CH:43]=[C:34]3[CH:33]=[CH:32][CH:31]=2)[CH2:15][CH2:14]1)[C:7]([O:9][CH3:10])=[O:8])([CH3:4])([CH3:2])[CH3:3]. The catalyst class is: 23. (2) Reactant: [CH3:1][C:2]1[CH:7]=[CH:6][C:5]([NH:8][C:9]([C:11]2[CH:12]=[C:13]3[C:17](=[CH:18][CH:19]=2)[CH:16]([N:20]2[CH2:25][CH2:24][N:23](C(OC(C)(C)C)=O)[CH2:22][CH2:21]2)[CH2:15][CH2:14]3)=[O:10])=[CH:4][C:3]=1[NH:33][C:34]1[N:39]=[C:38]([C:40]2[CH:41]=[N:42][CH:43]=[CH:44][CH:45]=2)[CH:37]=[CH:36][N:35]=1. Product: [CH3:1][C:2]1[CH:7]=[CH:6][C:5]([NH:8][C:9]([C:11]2[CH:12]=[C:13]3[C:17](=[CH:18][CH:19]=2)[CH:16]([N:20]2[CH2:21][CH2:22][NH:23][CH2:24][CH2:25]2)[CH2:15][CH2:14]3)=[O:10])=[CH:4][C:3]=1[NH:33][C:34]1[N:39]=[C:38]([C:40]2[CH:41]=[N:42][CH:43]=[CH:44][CH:45]=2)[CH:37]=[CH:36][N:35]=1. The catalyst class is: 89.